This data is from Experimentally validated miRNA-target interactions with 360,000+ pairs, plus equal number of negative samples. The task is: Binary Classification. Given a miRNA mature sequence and a target amino acid sequence, predict their likelihood of interaction. (1) Result: 1 (interaction). The protein sequence of the target gene is MVRSGKGIQNKNATEVTEFILLGLSDNPDLQGVLFALFLIIYTMTLVGNLGMMALIKIDRSLHTPMYFFLSSLSFVDASYSSSVTPKMLVNLMAEDKSISFNGCATQFFFFGSFLGTECFLLAMMAYDRYAAIWNPLLYPVLMSGRICFMLVSTSFLAGFGNAAIHTGMTFRLSFCGSNKINHFYCDTPPLLKLSCSDTHINGIVIMAFSSFNVISCVLIVLISYLCILIAILKMPSAEGRHKAFSTCASHLMAVTIFFGTILFMYLRPTSSYSMEQDKVVSVFYTVVIPMLNPLIYSLK.... The miRNA is mmu-miR-669f-3p with sequence CAUAUACAUACACACACACGUAU. (2) The miRNA is hsa-miR-4738-5p with sequence ACCAGCGCGUUUUCAGUUUCAU. The protein sequence of the target gene is MSAIPAEESDQLLIRPLGAGQEVGRSCIILEFKGRKIMLDCGIHPGLEGMDALPYIDLIDPAEIDLLLISHFHLDHCGALPWFLQKTSFKGRTFMTHATKAIYRWLLSDYVKVSNISADDMLYTETDLEESMDKIETINFHEVKEVAGIKFWCYHAGHVLGAAMFMIEIAGVKLLYTGDFSRQEDRHLMAAEIPNIKPDILIIESTYGTHIHEKREEREARFCNTVHDIVNRGGRGLIPVFALGRAQELLLILDEYWQNHPELHDIPIYYASSLAKKCMAVYQTYVNAMNDKIRKQININ.... Result: 0 (no interaction). (3) The miRNA is hsa-miR-1537-3p with sequence AAAACCGUCUAGUUACAGUUGU. The protein sequence of the target gene is MATANFGKIQIGIYVEIKRSDGRIHQAMVTSLNEDNESVTVEWIENGDTKGKEIDLESIFSLNPDLVPDEEIEPSPETPPPPASSAKVNKIVKNRRTVASIKNDPPSRDNRVVGSARARPSQFPEQSSSAQQNGSVSDISPVQAAKKEFGPPSRRKSNCVKEVEKLQEKREKRRLQQQELREKRAQDVDATNPNYEIMCMIRDFRGSLDYRPLTTADPIDEHRICVCVRKRPLNKKETQMKDLDVITIPSKDVVMVHEPKQKVDLTRYLENQTFRFDYAFDDSAPNEMVYRFTARPLVET.... Result: 0 (no interaction).